Dataset: Full USPTO retrosynthesis dataset with 1.9M reactions from patents (1976-2016). Task: Predict the reactants needed to synthesize the given product. Given the product [F:18][C:12]1[CH:13]=[CH:14][CH:15]=[C:16]([F:17])[C:11]=1[C:10]1[C:5]2[C:6](=[N:7][C:2]([NH:24][C:23]3[CH:25]=[CH:26][C:20]([F:19])=[CH:21][CH:22]=3)=[N:3][CH:4]=2)[NH:8][N:9]=1, predict the reactants needed to synthesize it. The reactants are: Cl[C:2]1[N:7]=[C:6]2[NH:8][N:9]=[C:10]([C:11]3[C:16]([F:17])=[CH:15][CH:14]=[CH:13][C:12]=3[F:18])[C:5]2=[CH:4][N:3]=1.[F:19][C:20]1[CH:26]=[CH:25][C:23]([NH2:24])=[CH:22][CH:21]=1.